Dataset: Retrosynthesis with 50K atom-mapped reactions and 10 reaction types from USPTO. Task: Predict the reactants needed to synthesize the given product. (1) Given the product NS(=O)(=O)c1cc(CO)ccc1Cl, predict the reactants needed to synthesize it. The reactants are: COC(=O)c1ccc(Cl)c(S(N)(=O)=O)c1. (2) Given the product Cc1cc(C(=O)Nc2cccc(Oc3ccc4nc(NC(=O)C5CC5)cn4n3)c2)n(C)n1, predict the reactants needed to synthesize it. The reactants are: Cc1cc(C(=O)Cl)n(C)n1.Nc1cccc(Oc2ccc3nc(NC(=O)C4CC4)cn3n2)c1. (3) Given the product CC(O)c1cnc(N2CCN(c3nc4ccc(C(F)(F)F)cc4[nH]3)CC2)c(Cl)c1, predict the reactants needed to synthesize it. The reactants are: CC(=O)c1cnc(N2CCN(c3nc4ccc(C(F)(F)F)cc4[nH]3)CC2)c(Cl)c1. (4) Given the product C[C@@H](OCc1ccccc1)C(=O)NN, predict the reactants needed to synthesize it. The reactants are: COC(=O)[C@@H](C)OCc1ccccc1.NN. (5) The reactants are: CC1(C)OCC(C)(C)C(C(=O)NCCC(=O)OCc2ccccc2)O1. Given the product CC1(C)OCC(C)(C)C(C(=O)NCCC(=O)O)O1, predict the reactants needed to synthesize it.